This data is from Reaction yield outcomes from USPTO patents with 853,638 reactions. The task is: Predict the reaction yield, written as a fraction of the theoretical maximum amount of product (1.0 means a 100% yield; for example, 0.34 means a 34% yield). (1) The reactants are [CH2:1]([C:3]1[CH:4]=[C:5]2[C:9](=[CH:10][CH:11]=1)[NH:8][CH:7]=[C:6]2[CH2:12][CH:13](C(O)=O)[C:14]([OH:16])=[O:15])[CH3:2].C(=O)=O. No catalyst specified. The product is [CH2:1]([C:3]1[CH:4]=[C:5]2[C:9](=[CH:10][CH:11]=1)[NH:8][CH:7]=[C:6]2[CH2:12][CH2:13][C:14]([OH:16])=[O:15])[CH3:2]. The yield is 0.577. (2) The reactants are [C:1]([O:5][C:6]([N:8]1[C:16](=[O:17])[C:15]2([CH3:18])[CH:10]([CH2:11][CH2:12][CH2:13][CH2:14]2)[CH2:9]1)=[O:7])([CH3:4])([CH3:3])[CH3:2].C([BH-](CC)CC)C.[Li+]. The catalyst is C1COCC1. The product is [C:1]([O:5][C:6]([N:8]1[CH:16]([OH:17])[C:15]2([CH3:18])[CH:10]([CH2:11][CH2:12][CH2:13][CH2:14]2)[CH2:9]1)=[O:7])([CH3:4])([CH3:2])[CH3:3]. The yield is 0.750. (3) The catalyst is C(Cl)Cl.[O-2].[Mn+4].[O-2]. The reactants are [CH:1]([C:4]1[C:5]([CH2:10][OH:11])=[N:6][CH:7]=[CH:8][CH:9]=1)([CH3:3])[CH3:2]. The yield is 0.610. The product is [CH:1]([C:4]1[C:5]([CH:10]=[O:11])=[N:6][CH:7]=[CH:8][CH:9]=1)([CH3:3])[CH3:2]. (4) The reactants are Cl.Cl.CO[C:5]1[CH:22]=[CH:21][C:8]([C:9]2[CH:14]=[CH:13][C:12]([C@H:15]3[CH2:20][NH:19][CH2:18][CH2:17][NH:16]3)=[CH:11][CH:10]=2)=[CH:7][CH:6]=1.C(N(CC)CC)C.Cl[C:31]1[N:36]([CH3:37])[C:35](=[O:38])[CH:34]=[C:33]([C:39]2[CH:44]=[CH:43][N:42]=[CH:41][CH:40]=2)[N:32]=1.[O:45]1CCC[CH2:46]1. No catalyst specified. The product is [CH3:46][O:45][C:12]1([C@H:15]2[NH:16][CH2:17][CH2:18][N:19]([C:31]3[N:36]([CH3:37])[C:35](=[O:38])[CH:34]=[C:33]([C:39]4[CH:44]=[CH:43][N:42]=[CH:41][CH:40]=4)[N:32]=3)[CH2:20]2)[CH:11]=[CH:10][C:9]([C:8]2[CH:7]=[CH:6][CH:5]=[CH:22][CH:21]=2)=[CH:14][CH2:13]1. The yield is 0.960. (5) The reactants are COCCOC.C(=O)([O-])[O-].[Na+].[Na+].Cl[C:14]1[CH:19]=[CH:18][N:17]=[CH:16][C:15]=1[N+:20]([O-:22])=[O:21].CC1(C)C(C)(C)OB([C:31]2[CH2:40][CH2:39][C:34]3([O:38][CH2:37][CH2:36][O:35]3)[CH2:33][CH:32]=2)O1. The catalyst is C(OCC)(=O)C.C1C=CC(P(C2C=CC=CC=2)[C-]2C=CC=C2)=CC=1.C1C=CC(P(C2C=CC=CC=2)[C-]2C=CC=C2)=CC=1.Cl[Pd]Cl.[Fe+2].C(Cl)Cl. The product is [N+:20]([C:15]1[CH:16]=[N:17][CH:18]=[CH:19][C:14]=1[C:31]1[CH2:40][CH2:39][C:34]2([O:38][CH2:37][CH2:36][O:35]2)[CH2:33][CH:32]=1)([O-:22])=[O:21]. The yield is 0.830.